From a dataset of Catalyst prediction with 721,799 reactions and 888 catalyst types from USPTO. Predict which catalyst facilitates the given reaction. Reactant: C(O)(C)C.[C:5]([O:9][C:10](=[O:23])[NH:11][CH2:12][CH2:13][N:14]1[CH2:21][CH:20]2[O:22][CH:16]([CH2:17][NH:18][CH2:19]2)[CH2:15]1)([CH3:8])([CH3:7])[CH3:6].[O:24]1[CH2:26][C@H:25]1[CH2:27][O:28][C:29]1[CH:36]=[CH:35][C:32]([C:33]#[N:34])=[CH:31][CH:30]=1. Product: [C:33]([C:32]1[CH:35]=[CH:36][C:29]([O:28][CH2:27][C@@H:25]([OH:24])[CH2:26][N:18]2[CH2:17][CH:16]3[O:22][CH:20]([CH2:21][N:14]([CH2:13][CH2:12][NH:11][C:10](=[O:23])[O:9][C:5]([CH3:8])([CH3:6])[CH3:7])[CH2:15]3)[CH2:19]2)=[CH:30][CH:31]=1)#[N:34]. The catalyst class is: 6.